From a dataset of Reaction yield outcomes from USPTO patents with 853,638 reactions. Predict the reaction yield, written as a fraction of the theoretical maximum amount of product (1.0 means a 100% yield; for example, 0.34 means a 34% yield). The reactants are [F:1][C:2]1[C:14]([NH:15][CH2:16][C:17]2[CH:22]=[C:21]([OH:23])[CH:20]=[C:19]([C:24]3[CH:29]=[CH:28][CH:27]=[C:26]([F:30])[CH:25]=3)[C:18]=2[F:31])=[C:13]([F:32])[CH:12]=[CH:11][C:3]=1[O:4][CH2:5][C:6]([O:8]CC)=[O:7].[OH-].[Na+].Cl. The catalyst is C1COCC1.O. The product is [F:1][C:2]1[C:14]([NH:15][CH2:16][C:17]2[CH:22]=[C:21]([OH:23])[CH:20]=[C:19]([C:24]3[CH:29]=[CH:28][CH:27]=[C:26]([F:30])[CH:25]=3)[C:18]=2[F:31])=[C:13]([F:32])[CH:12]=[CH:11][C:3]=1[O:4][CH2:5][C:6]([OH:8])=[O:7]. The yield is 0.940.